This data is from Reaction yield outcomes from USPTO patents with 853,638 reactions. The task is: Predict the reaction yield, written as a fraction of the theoretical maximum amount of product (1.0 means a 100% yield; for example, 0.34 means a 34% yield). The reactants are [C:1]([O:5][C:6]([C:8]1[S:9][C:10](Br)=[CH:11][C:12]=1[NH:13][S:14]([C:17]1[C:18]([CH3:23])=[CH:19][CH:20]=[CH:21][CH:22]=1)(=[O:16])=[O:15])=[O:7])([CH3:4])([CH3:3])[CH3:2].[CH3:25][N:26]([CH3:39])[S:27]([N:30]1[CH:34]=[CH:33][C:32]([Sn](C)(C)C)=[N:31]1)(=[O:29])=[O:28]. The catalyst is C1(C)C=CC=CC=1.C1C=CC([P]([Pd]([P](C2C=CC=CC=2)(C2C=CC=CC=2)C2C=CC=CC=2)([P](C2C=CC=CC=2)(C2C=CC=CC=2)C2C=CC=CC=2)[P](C2C=CC=CC=2)(C2C=CC=CC=2)C2C=CC=CC=2)(C2C=CC=CC=2)C2C=CC=CC=2)=CC=1. The product is [C:1]([O:5][C:6]([C:8]1[S:9][C:10]([C:32]2[CH:33]=[CH:34][N:30]([S:27](=[O:29])(=[O:28])[N:26]([CH3:25])[CH3:39])[N:31]=2)=[CH:11][C:12]=1[NH:13][S:14]([C:17]1[C:18]([CH3:23])=[CH:19][CH:20]=[CH:21][CH:22]=1)(=[O:16])=[O:15])=[O:7])([CH3:4])([CH3:3])[CH3:2]. The yield is 0.665.